Dataset: NCI-60 drug combinations with 297,098 pairs across 59 cell lines. Task: Regression. Given two drug SMILES strings and cell line genomic features, predict the synergy score measuring deviation from expected non-interaction effect. (1) Drug 1: CC12CCC(CC1=CCC3C2CCC4(C3CC=C4C5=CN=CC=C5)C)O. Drug 2: CC12CCC3C(C1CCC2=O)CC(=C)C4=CC(=O)C=CC34C. Cell line: HT29. Synergy scores: CSS=32.7, Synergy_ZIP=-0.307, Synergy_Bliss=2.34, Synergy_Loewe=-6.30, Synergy_HSA=2.28. (2) Cell line: T-47D. Drug 2: C1CC(=O)NC(=O)C1N2C(=O)C3=CC=CC=C3C2=O. Drug 1: CC(CN1CC(=O)NC(=O)C1)N2CC(=O)NC(=O)C2. Synergy scores: CSS=6.15, Synergy_ZIP=-1.25, Synergy_Bliss=1.11, Synergy_Loewe=1.92, Synergy_HSA=1.96. (3) Drug 1: CC1=CC2C(CCC3(C2CCC3(C(=O)C)OC(=O)C)C)C4(C1=CC(=O)CC4)C. Drug 2: C#CCC(CC1=CN=C2C(=N1)C(=NC(=N2)N)N)C3=CC=C(C=C3)C(=O)NC(CCC(=O)O)C(=O)O. Cell line: IGROV1. Synergy scores: CSS=4.40, Synergy_ZIP=1.95, Synergy_Bliss=6.36, Synergy_Loewe=4.67, Synergy_HSA=4.79. (4) Drug 1: C1=NC2=C(N=C(N=C2N1C3C(C(C(O3)CO)O)O)F)N. Drug 2: CC(C)(C#N)C1=CC(=CC(=C1)CN2C=NC=N2)C(C)(C)C#N. Cell line: HCT-15. Synergy scores: CSS=-12.1, Synergy_ZIP=7.65, Synergy_Bliss=4.64, Synergy_Loewe=-11.6, Synergy_HSA=-9.04. (5) Drug 1: CC1CCC2CC(C(=CC=CC=CC(CC(C(=O)C(C(C(=CC(C(=O)CC(OC(=O)C3CCCCN3C(=O)C(=O)C1(O2)O)C(C)CC4CCC(C(C4)OC)OCCO)C)C)O)OC)C)C)C)OC. Drug 2: CC1CCCC2(C(O2)CC(NC(=O)CC(C(C(=O)C(C1O)C)(C)C)O)C(=CC3=CSC(=N3)C)C)C. Cell line: NCI-H460. Synergy scores: CSS=62.4, Synergy_ZIP=0.430, Synergy_Bliss=0.971, Synergy_Loewe=0.0579, Synergy_HSA=2.18. (6) Drug 1: CC1CC(C(C(C=C(C(C(C=CC=C(C(=O)NC2=CC(=O)C(=C(C1)C2=O)OC)C)OC)OC(=O)N)C)C)O)OC. Drug 2: CN1C=C(C=N1)C2=C3N=C(C(=C(N3N=C2)N)Br)C4CCCNC4. Cell line: T-47D. Synergy scores: CSS=2.39, Synergy_ZIP=10.1, Synergy_Bliss=10.8, Synergy_Loewe=3.07, Synergy_HSA=4.83. (7) Synergy scores: CSS=-1.55, Synergy_ZIP=0.932, Synergy_Bliss=4.93, Synergy_Loewe=-1.03, Synergy_HSA=-0.542. Drug 1: C1=CC=C(C=C1)NC(=O)CCCCCCC(=O)NO. Cell line: M14. Drug 2: CC(C)CN1C=NC2=C1C3=CC=CC=C3N=C2N.